Dataset: Catalyst prediction with 721,799 reactions and 888 catalyst types from USPTO. Task: Predict which catalyst facilitates the given reaction. (1) Reactant: Cl.[F:2][C:3]1[CH:4]=[C:5]([C:9](=[NH:11])[NH2:10])[CH:6]=[CH:7][CH:8]=1.[Cl:12][C:13]([SH:16])(Cl)Cl.[OH-].[Na+]. Product: [Cl:12][C:13]1[S:16][N:10]=[C:9]([C:5]2[CH:6]=[CH:7][CH:8]=[C:3]([F:2])[CH:4]=2)[N:11]=1. The catalyst class is: 46. (2) Reactant: [CH3:1][S:2][C:3]1[C:8]2[CH:9]=[C:10]3[N:14]([C:7]=2[CH:6]=[CH:5][N:4]=1)[CH2:13][CH2:12][C:11]3=[O:15].[BH4-].[Na+]. Product: [CH3:1][S:2][C:3]1[C:8]2[CH:9]=[C:10]3[N:14]([C:7]=2[CH:6]=[CH:5][N:4]=1)[CH2:13][CH2:12][CH:11]3[OH:15]. The catalyst class is: 14. (3) Reactant: [CH2:1]([O:5][C:6]1[CH:11]=[CH:10][C:9]([CH2:12][C:13](Cl)=[N:14][OH:15])=[CH:8][CH:7]=1)[CH2:2][CH2:3][CH3:4].[C:17]([C:19]1[C:20]([NH2:26])=[N:21][C:22]([NH2:25])=[CH:23][CH:24]=1)#[CH:18].C(N(CC)CC)C. Product: [CH2:1]([O:5][C:6]1[CH:11]=[CH:10][C:9]([CH2:12][C:13]2[CH:18]=[C:17]([C:19]3[C:20]([NH2:26])=[N:21][C:22]([NH2:25])=[CH:23][CH:24]=3)[O:15][N:14]=2)=[CH:8][CH:7]=1)[CH2:2][CH2:3][CH3:4]. The catalyst class is: 7. (4) Reactant: [Cl:1][C:2]1[CH:3]=[C:4]([C:9]([C:12]2[N:16]([C:17]3[CH:22]=[CH:21][C:20]([F:23])=[C:19]([O:24][CH3:25])[CH:18]=3)[C:15]([S:26][CH2:27][C:28]3[C:40]([F:41])=[CH:39][C:31]([C:32]([O:34]C(C)(C)C)=[O:33])=[CH:30][C:29]=3[F:42])=[N:14][CH:13]=2)([CH3:11])[CH3:10])[CH:5]=[CH:6][C:7]=1[Cl:8].C(O)(C(F)(F)F)=O. Product: [Cl:1][C:2]1[CH:3]=[C:4]([C:9]([C:12]2[N:16]([C:17]3[CH:22]=[CH:21][C:20]([F:23])=[C:19]([O:24][CH3:25])[CH:18]=3)[C:15]([S:26][CH2:27][C:28]3[C:29]([F:42])=[CH:30][C:31]([C:32]([OH:34])=[O:33])=[CH:39][C:40]=3[F:41])=[N:14][CH:13]=2)([CH3:11])[CH3:10])[CH:5]=[CH:6][C:7]=1[Cl:8]. The catalyst class is: 2. (5) Reactant: [CH3:1][O:2][C:3]1[CH:4]=[C:5]([Mg]Br)[CH:6]=[CH:7][CH:8]=1.[CH2:11]1[CH2:15][O:14][CH2:13][CH2:12]1.C1(=O)CCC1.[NH4+].[Cl-]. Product: [CH3:1][O:2][C:3]1[CH:4]=[C:5]([C:15]2([OH:14])[CH2:11][CH2:12][CH2:13]2)[CH:6]=[CH:7][CH:8]=1. The catalyst class is: 280. (6) Reactant: [CH2:1]([N:3]([CH:24]1[CH2:29][CH2:28][O:27][CH2:26][CH2:25]1)[C:4]1[C:5]([CH3:23])=[C:6]([CH:11]=[C:12](B2OC(C)(C)C(C)(C)O2)[CH:13]=1)[C:7]([O:9][CH3:10])=[O:8])[CH3:2].Br[C:31]1[CH:32]=[CH:33][C:34]([O:37][CH:38]2[CH2:43][CH2:42][N:41]([CH3:44])[CH2:40][CH2:39]2)=[N:35][CH:36]=1.C(=O)([O-])[O-].[Na+].[Na+].C(OCC)(=O)C. Product: [CH2:1]([N:3]([CH:24]1[CH2:29][CH2:28][O:27][CH2:26][CH2:25]1)[C:4]1[C:5]([CH3:23])=[C:6]([CH:11]=[C:12]([C:31]2[CH:36]=[N:35][C:34]([O:37][CH:38]3[CH2:43][CH2:42][N:41]([CH3:44])[CH2:40][CH2:39]3)=[CH:33][CH:32]=2)[CH:13]=1)[C:7]([O:9][CH3:10])=[O:8])[CH3:2]. The catalyst class is: 70. (7) Reactant: Br[C:2]1[C:3](=[O:22])[N:4]([C:9]2[CH:10]=[C:11]([CH:17]=[C:18]([F:21])[C:19]=2[CH3:20])[C:12]([O:14][CH2:15][CH3:16])=[O:13])[CH:5]=[C:6]([Br:8])[N:7]=1.[CH3:23][C:24]([CH3:40])([C:26]1[CH:31]=[CH:30][CH:29]=[CH:28][C:27]=1[O:32][CH2:33][C:34]1[CH:39]=[CH:38][CH:37]=[CH:36][CH:35]=1)[NH2:25].C(N(C(C)C)C(C)C)C. Product: [Br:8][C:6]1[N:7]=[C:2]([NH:25][C:24]([CH3:40])([C:26]2[CH:31]=[CH:30][CH:29]=[CH:28][C:27]=2[O:32][CH2:33][C:34]2[CH:39]=[CH:38][CH:37]=[CH:36][CH:35]=2)[CH3:23])[C:3](=[O:22])[N:4]([C:9]2[CH:10]=[C:11]([CH:17]=[C:18]([F:21])[C:19]=2[CH3:20])[C:12]([O:14][CH2:15][CH3:16])=[O:13])[CH:5]=1. The catalyst class is: 38. (8) Reactant: [CH3:1][N:2]1[C:10]2[C:5](=[CH:6][CH:7]=[CH:8][CH:9]=2)[C:4]([CH:11]([CH2:16][CH2:17][CH3:18])[C:12]([O:14][CH3:15])=[O:13])=[CH:3]1.[Br:19]N1C(=O)CCC1=O. Product: [Br:19][C:3]1[N:2]([CH3:1])[C:10]2[C:5]([C:4]=1[CH:11]([CH2:16][CH2:17][CH3:18])[C:12]([O:14][CH3:15])=[O:13])=[CH:6][CH:7]=[CH:8][CH:9]=2. The catalyst class is: 717. (9) Product: [N+:1]([C:4]1[CH:5]=[CH:6][C:7]([C:8]2[O:24][C:22](=[O:23])[C:11]3[C:10]=2[C:14](=[O:15])[NH:13][C:12]=3[C:16]2[CH:17]=[CH:18][CH:19]=[CH:20][CH:21]=2)=[CH:27][CH:28]=1)([O-:3])=[O:2]. Reactant: [N+:1]([C:4]1[CH:28]=[CH:27][C:7]([C:8]([CH:10]2[C:14](=[O:15])[NH:13][C:12]([C:16]3[CH:21]=[CH:20][CH:19]=[CH:18][CH:17]=3)=[C:11]2[C:22]([O:24]CC)=[O:23])=O)=[CH:6][CH:5]=1)([O-:3])=[O:2]. The catalyst class is: 5.